This data is from Catalyst prediction with 721,799 reactions and 888 catalyst types from USPTO. The task is: Predict which catalyst facilitates the given reaction. (1) Reactant: [CH2:1]([I:3])[CH3:2].[N:4]1[CH:9]=[CH:8][CH:7]=[CH:6][C:5]=1[C:10]1[CH:15]=[CH:14][C:13]([CH2:16][C:17]#[N:18])=[CH:12][CH:11]=1. Product: [I-:3].[C:17]([CH2:16][C:13]1[CH:14]=[CH:15][C:10]([C:5]2[CH:6]=[CH:7][CH:8]=[CH:9][N+:4]=2[CH2:1][CH3:2])=[CH:11][CH:12]=1)#[N:18]. The catalyst class is: 3. (2) Reactant: [CH2:1]([O:3][C:4]([C:6]1([C:9]2[CH:14]=[CH:13][C:12]([C:15]3[CH:20]=[CH:19][C:18]([C:21]4[S:22][C:23]([F:29])=CC=4C(O)=O)=[CH:17][CH:16]=3)=[CH:11][CH:10]=2)[CH2:8][CH2:7]1)=[O:5])[CH3:2].C([N:32]([CH2:35][CH3:36])[CH2:33]C)C.C1(P(N=[N+]=[N-])(C2C=CC=CC=2)=[O:44])C=CC=CC=1.[CH3:54][C:55]1[C:56]([CH:60]([OH:62])[CH3:61])=[CH:57][S:58][CH:59]=1. Product: [CH2:1]([O:3][C:4]([C:6]1([C:9]2[CH:14]=[CH:13][C:12]([C:15]3[CH:20]=[CH:19][C:18]([C:21]4[S:22][C:23]([F:29])=[CH:36][C:35]=4[NH:32][C:33]([O:62][CH:60]([C:56]4[C:55]([CH3:54])=[CH:59][S:58][CH:57]=4)[CH3:61])=[O:44])=[CH:17][CH:16]=3)=[CH:11][CH:10]=2)[CH2:8][CH2:7]1)=[O:5])[CH3:2]. The catalyst class is: 727. (3) Reactant: [O:1]=[C:2]1[C:7]2[CH:8]=[C:9]([C:11]3[CH:12]=[CH:13][CH:14]=[C:15]4[C:20]=3[N:19]=[C:18]([NH:21][C@@H:22]3[CH2:27][CH2:26][CH2:25][N:24](C(OC(C)(C)C)=O)[CH2:23]3)[CH:17]=[CH:16]4)[NH:10][C:6]=2[CH2:5][CH2:4][NH:3]1.[C:35]([OH:41])([C:37]([F:40])([F:39])[F:38])=[O:36]. Product: [F:38][C:37]([F:40])([F:39])[C:35]([OH:41])=[O:36].[NH:24]1[CH2:25][CH2:26][CH2:27][C@@H:22]([NH:21][C:18]2[CH:17]=[CH:16][C:15]3[C:20](=[C:11]([C:9]4[NH:10][C:6]5[CH2:5][CH2:4][NH:3][C:2](=[O:1])[C:7]=5[CH:8]=4)[CH:12]=[CH:13][CH:14]=3)[N:19]=2)[CH2:23]1. The catalyst class is: 2. (4) The catalyst class is: 1. Reactant: [Br-].[O:2]1[CH2:6][CH2:5][O:4][CH:3]1[CH2:7][CH2:8][P+](C1C=CC=CC=1)(C1C=CC=CC=1)C1C=CC=CC=1.CC(C)([O-])C.[K+].[CH:34]([CH:36]1[CH2:40][CH2:39][CH2:38][N:37]1[C:41]([O:43][CH2:44][C:45]1[CH:50]=[CH:49][CH:48]=[CH:47][CH:46]=1)=[O:42])=O.O. Product: [O:4]1[CH2:5][CH2:6][O:2][CH:3]1[CH2:7][CH:8]=[CH:34][CH:36]1[CH2:40][CH2:39][CH2:38][N:37]1[C:41]([O:43][CH2:44][C:45]1[CH:50]=[CH:49][CH:48]=[CH:47][CH:46]=1)=[O:42]. (5) The catalyst class is: 1. Reactant: [H-].[Na+].[Br:3][C:4]1[N:5]=[C:6]([NH:9][CH:10]2[CH2:12][CH2:11]2)[S:7][CH:8]=1.[C:13](Cl)(=[O:15])[CH3:14]. Product: [Br:3][C:4]1[N:5]=[C:6]([N:9]([CH:10]2[CH2:12][CH2:11]2)[C:13](=[O:15])[CH3:14])[S:7][CH:8]=1. (6) Reactant: Cl[C:2]1[C:11]([N:12]([CH3:16])[CH:13]([CH3:15])[CH3:14])=[N:10][C:9]2[C:4](=[CH:5][CH:6]=[C:7]([C:17]([O:19][CH3:20])=[O:18])[CH:8]=2)[N:3]=1.[NH:21]1[CH:25]=[C:24](B(O)O)[CH:23]=[N:22]1.[O-]P([O-])([O-])=O.[K+].[K+].[K+]. Product: [CH3:16][N:12]([CH:13]([CH3:15])[CH3:14])[C:11]1[C:2]([C:24]2[CH:25]=[N:21][NH:22][CH:23]=2)=[N:3][C:4]2[C:9]([N:10]=1)=[CH:8][C:7]([C:17]([O:19][CH3:20])=[O:18])=[CH:6][CH:5]=2. The catalyst class is: 70. (7) Reactant: Br[C:2]1[CH:3]=[CH:4][C:5]2[C:6]3[C:11]([C:12]4[C:17]=2[C:16]=1[CH:15]=[CH:14][CH:13]=4)=[CH:10][CH:9]=[CH:8][CH:7]=3.C1([N:24]2[C:28]3[CH:29]=[CH:30][CH:31]=[CH:32][C:27]=3[N:26]=[C:25]2[C:33]2[CH:38]=[CH:37][C:36](B(O)O)=[CH:35][CH:34]=2)C=CC=CC=1.[C:42]1(C)[CH:47]=[CH:46][CH:45]=[CH:44][CH:43]=1.C(=O)([O-])[O-].[K+].[K+]. The catalyst class is: 461. Product: [CH:4]1[C:5]2=[C:17]3[C:12]([C:11]4[C:6]2=[CH:7][CH:8]=[CH:9][CH:10]=4)=[CH:13][CH:14]=[CH:15][C:16]3=[C:2]([C:36]2[CH:35]=[CH:34][C:33]([C:25]3[N:24]([C:42]4[CH:47]=[CH:46][CH:45]=[CH:44][CH:43]=4)[C:28]4[CH:29]=[CH:30][CH:31]=[CH:32][C:27]=4[N:26]=3)=[CH:38][CH:37]=2)[CH:3]=1.